From a dataset of Catalyst prediction with 721,799 reactions and 888 catalyst types from USPTO. Predict which catalyst facilitates the given reaction. (1) Reactant: C1(N)C(F)=C(F)C(F)=C(N)C=1F.[ClH:13].Cl.[OH:15][C@H:16]([C:41]1[CH:46]=[CH:45][CH:44]=[CH:43][CH:42]=1)[CH2:17][NH:18][C:19]1[CH:24]=[CH:23][C:22]([CH2:25][CH2:26][NH:27][CH2:28][C@H:29]([OH:40])[C:30]2[CH:35]=[CH:34][C:33]([OH:36])=[C:32]([NH:37][CH:38]=[O:39])[CH:31]=2)=[CH:21][CH:20]=1. Product: [ClH:13].[OH:15][C@H:16]([C:41]1[CH:42]=[CH:43][CH:44]=[CH:45][CH:46]=1)[CH2:17][NH:18][C:19]1[CH:24]=[CH:23][C:22]([CH2:25][CH2:26][NH:27][CH2:28][C@H:29]([OH:40])[C:30]2[CH:35]=[CH:34][C:33]([OH:36])=[C:32]([NH:37][CH:38]=[O:39])[CH:31]=2)=[CH:21][CH:20]=1.[OH:15][C@H:16]([C:41]1[CH:42]=[CH:43][CH:44]=[CH:45][CH:46]=1)[CH2:17][NH:18][C:19]1[CH:24]=[CH:23][C:22]([CH2:25][CH2:26][NH:27][CH2:28][C@H:29]([OH:40])[C:30]2[CH:35]=[CH:34][C:33]([OH:36])=[C:32]([NH:37][CH:38]=[O:39])[CH:31]=2)=[CH:21][CH:20]=1. The catalyst class is: 6. (2) Reactant: CN(C(ON1N=NC2C=CC=NC1=2)=[N+](C)C)C.F[P-](F)(F)(F)(F)F.[F:25][C:26]1[CH:27]=[C:28]([C:32]2[CH:37]=[CH:36][C:35]([C:38]([OH:40])=O)=[C:34]([N+:41]([O-:43])=[O:42])[CH:33]=2)[CH:29]=[CH:30][CH:31]=1.C(N(CC)C(C)C)(C)C.Cl.[CH3:54][C:55]([O:58][C@H:59]([CH3:66])[C@@H:60]([C:62]([O:64][CH3:65])=[O:63])[NH2:61])([CH3:57])[CH3:56].C([O-])(O)=O.[Na+]. Product: [CH3:57][C:55]([O:58][C@H:59]([CH3:66])[C@@H:60]([C:62]([O:64][CH3:65])=[O:63])[NH:61][C:38]([C:35]1[CH:36]=[CH:37][C:32]([C:28]2[CH:29]=[CH:30][CH:31]=[C:26]([F:25])[CH:27]=2)=[CH:33][C:34]=1[N+:41]([O-:43])=[O:42])=[O:40])([CH3:54])[CH3:56]. The catalyst class is: 124. (3) Reactant: [Cl-].[CH3:2][O:3][CH2:4][P+](C1C=CC=CC=1)(C1C=CC=CC=1)C1C=CC=CC=1.CC([O-])(C)C.[K+].[CH2:30]([O:32][C:33]1[CH:47]=[CH:46][C:36]([O:37][CH2:38][CH:39]2[CH2:44][CH2:43][C:42](=O)[CH2:41][CH2:40]2)=[C:35]([F:48])[C:34]=1[F:49])[CH3:31].O. Product: [CH2:30]([O:32][C:33]1[CH:47]=[CH:46][C:36]([O:37][CH2:38][CH:39]2[CH2:44][CH2:43][C:42](=[CH:2][O:3][CH3:4])[CH2:41][CH2:40]2)=[C:35]([F:48])[C:34]=1[F:49])[CH3:31]. The catalyst class is: 1. (4) Reactant: [CH3:1][C:2]1[CH:7]=[CH:6][C:5](/[CH:8]=[CH:9]/B2OC(C)(C)C(C)(C)O2)=[CH:4][N:3]=1.[Br:19]N1C(=O)CCC1=O.C(N(CC)CC)C.O. Product: [Br:19][CH:9]=[CH:8][C:5]1[CH:6]=[CH:7][C:2]([CH3:1])=[N:3][CH:4]=1. The catalyst class is: 10. (5) Reactant: [C:1]([O:8][CH3:9])(=[O:7])[CH2:2][C:3]([O:5][CH3:6])=[O:4].[H-].[Li+].[H][H].Cl[CH2:15]/[CH:16]=[CH:17]\[CH2:18]Cl. Product: [CH3:6][O:5][C:3]([C:2]1([C:1]([O:8][CH3:9])=[O:7])[CH2:18][CH:17]=[CH:16][CH2:15]1)=[O:4]. The catalyst class is: 145. (6) Reactant: [Cl:1][C:2]1[CH:7]=[CH:6][CH:5]=[C:4]([Cl:8])[C:3]=1[NH2:9].C[Si](C)(C)[N-][Si](C)(C)C.[Li+].CO/[CH:22]=[C:23](\[C:30]([O:32][CH3:33])=[O:31])/[CH:24]=[CH:25]/[C:26]([O:28][CH3:29])=[O:27]. Product: [Cl:1][C:2]1[CH:7]=[CH:6][CH:5]=[C:4]([Cl:8])[C:3]=1[NH:9]/[CH:22]=[C:23](\[C:30]([O:32][CH3:33])=[O:31])/[CH:24]=[CH:25]/[C:26]([O:28][CH3:29])=[O:27]. The catalyst class is: 49.